This data is from Reaction yield outcomes from USPTO patents with 853,638 reactions. The task is: Predict the reaction yield, written as a fraction of the theoretical maximum amount of product (1.0 means a 100% yield; for example, 0.34 means a 34% yield). (1) The reactants are Cl.[Cl:2][C:3]1[C:8]([Cl:9])=[CH:7][CH:6]=[CH:5][C:4]=1[N:10]1[CH2:15][CH2:14][N:13]([CH2:16][CH2:17][CH2:18][OH:19])[CH2:12][CH2:11]1.C([O:27][C:28]1[CH:37]=[CH:36][C:35]2[C:30](=[N:31][C:32](Cl)=[CH:33][CH:34]=2)[N:29]=1)C1C=CC=CC=1. The catalyst is C1COCC1. The product is [Cl:2][C:3]1[C:8]([Cl:9])=[CH:7][CH:6]=[CH:5][C:4]=1[N:10]1[CH2:11][CH2:12][N:13]([CH2:16][CH2:17][CH2:18][O:19][C:32]2[N:31]=[C:30]3[C:35]([CH:36]=[CH:37][C:28](=[O:27])[NH:29]3)=[CH:34][CH:33]=2)[CH2:14][CH2:15]1. The yield is 0.570. (2) The reactants are [Cl:1][C:2]1[CH:7]=[CH:6][C:5](/[CH:8]=[CH:9]/[S:10]([NH:13][C:14]2[CH:19]=[C:18]([F:20])[CH:17]=[CH:16][C:15]=2[S:21]([NH2:24])(=[O:23])=[O:22])(=[O:12])=[O:11])=[CH:4][CH:3]=1.[H][H]. The catalyst is C(OCC)(=O)C.[Pd]. The product is [Cl:1][C:2]1[CH:7]=[CH:6][C:5]([CH2:8][CH2:9][S:10]([NH:13][C:14]2[CH:19]=[C:18]([F:20])[CH:17]=[CH:16][C:15]=2[S:21]([NH2:24])(=[O:23])=[O:22])(=[O:11])=[O:12])=[CH:4][CH:3]=1. The yield is 0.490. (3) The reactants are C1C=CC(P([N:15]=[N+:16]=[N-:17])(C2C=CC=CC=2)=O)=CC=1.C1CCN2C(=NCCC2)CC1.[CH2:29]([N:36]1[C:41](=[O:42])[CH:40]=[C:39]([CH:43](O)[CH3:44])[C:38]([C:46]2[CH:51]=[CH:50][CH:49]=[CH:48][CH:47]=2)=[N:37]1)[C:30]1[CH:35]=[CH:34][CH:33]=[CH:32][CH:31]=1. The catalyst is C1COCC1. The product is [N:15]([CH:43]([C:39]1[C:38]([C:46]2[CH:51]=[CH:50][CH:49]=[CH:48][CH:47]=2)=[N:37][N:36]([CH2:29][C:30]2[CH:35]=[CH:34][CH:33]=[CH:32][CH:31]=2)[C:41](=[O:42])[CH:40]=1)[CH3:44])=[N+:16]=[N-:17]. The yield is 0.600.